From a dataset of Full USPTO retrosynthesis dataset with 1.9M reactions from patents (1976-2016). Predict the reactants needed to synthesize the given product. Given the product [CH3:1][C:2]1[N:3]=[C:4]([C:11]2[CH:16]=[CH:15][C:14]([C:17]([F:20])([F:19])[F:18])=[CH:13][CH:12]=2)[S:5][C:6]=1[CH:7]([CH3:10])[CH2:8][OH:9], predict the reactants needed to synthesize it. The reactants are: [CH3:1][C:2]1[N:3]=[C:4]([C:11]2[CH:16]=[CH:15][C:14]([C:17]([F:20])([F:19])[F:18])=[CH:13][CH:12]=2)[S:5][C:6]=1[CH:7]([CH3:10])[CH:8]=[O:9].[BH4-].[Na+].